Dataset: Forward reaction prediction with 1.9M reactions from USPTO patents (1976-2016). Task: Predict the product of the given reaction. (1) The product is: [CH3:11][C@H:12]1[CH2:17][O:16][CH2:15][CH2:14][N:13]1[C:18]1[CH:23]=[C:22]([CH2:24][S:25]([C:28]2[CH:33]=[CH:32][CH:31]=[CH:30][C:29]=2[C:34]([F:35])([F:36])[F:37])(=[O:27])=[O:26])[N:21]=[C:20]([C:38]2[CH:39]=[CH:40][C:41]([NH:42][C:2](=[O:3])[O:4][C:5]3[CH:10]=[CH:9][CH:8]=[CH:7][CH:6]=3)=[CH:43][CH:44]=2)[N:19]=1. Given the reactants Cl[C:2]([O:4][C:5]1[CH:10]=[CH:9][CH:8]=[CH:7][CH:6]=1)=[O:3].[CH3:11][C@H:12]1[CH2:17][O:16][CH2:15][CH2:14][N:13]1[C:18]1[CH:23]=[C:22]([CH2:24][S:25]([C:28]2[CH:33]=[CH:32][CH:31]=[CH:30][C:29]=2[C:34]([F:37])([F:36])[F:35])(=[O:27])=[O:26])[N:21]=[C:20]([C:38]2[CH:44]=[CH:43][C:41]([NH2:42])=[CH:40][CH:39]=2)[N:19]=1.C(=O)([O-])O.[Na+], predict the reaction product. (2) The product is: [CH3:35][O:34][C:28]1[CH:27]=[C:26]([N:16]2[C:15](=[O:36])[N:14]([CH2:8][C:3]3[C:2]([F:1])=[CH:7][CH:6]=[CH:5][N:4]=3)[C:19]3[CH:20]=[CH:21][CH:22]=[CH:23][C:18]=3[S:17]2(=[O:24])=[O:25])[CH:31]=[CH:30][C:29]=1[O:32][CH3:33]. Given the reactants [F:1][C:2]1[C:3]([CH2:8]O)=[N:4][CH:5]=[CH:6][CH:7]=1.ClC1C=C(OC)C=C(F)C=1C[N:14]1[C:19]2[CH:20]=[CH:21][CH:22]=[CH:23][C:18]=2[S:17](=[O:25])(=[O:24])[N:16]([C:26]2[CH:31]=[CH:30][C:29]([O:32][CH3:33])=[C:28]([O:34][CH3:35])[CH:27]=2)[C:15]1=[O:36], predict the reaction product. (3) Given the reactants [NH2:17][C:16]1[CH:18]=[CH:19][C:20]([O:22][C:23]([F:24])([F:25])[F:26])=[CH:21][C:15]=1[S:14][S:14][C:15]1[CH:21]=[C:20]([O:22][C:23]([F:26])([F:25])[F:24])[CH:19]=[CH:18][C:16]=1[NH2:17].Br[CH:28]1[C:36]2[C:32](=[CH:33][NH:34][N:35]=2)[C:31]([CH3:38])([CH3:37])[CH2:30][C:29]1=O.C([OH:42])C, predict the reaction product. The product is: [CH3:37][C:31]1([CH3:38])[C:32]2=[CH:33][NH:34][N:35]=[C:36]2[C:28]2[S:14][C:15]3[CH:21]=[C:20]([O:22][C:23]([F:24])([F:25])[F:26])[CH:19]=[CH:18][C:16]=3[NH:17][C:29]=2[C:30]1=[O:42]. (4) Given the reactants [Cl:1][C:2]1[CH:7]=[CH:6][C:5]([C@@H:8]([NH:12][C:13]([C:15]2([NH:30]C(=O)OC(C)(C)C)[CH2:20][CH2:19][N:18]([C:21]3[C:22]4[CH:29]=[CH:28][NH:27][C:23]=4[N:24]=[CH:25][N:26]=3)[CH2:17][CH2:16]2)=[O:14])[CH2:9][CH2:10][OH:11])=[CH:4][CH:3]=1.Cl, predict the reaction product. The product is: [NH2:30][C:15]1([C:13]([NH:12][C@H:8]([C:5]2[CH:4]=[CH:3][C:2]([Cl:1])=[CH:7][CH:6]=2)[CH2:9][CH2:10][OH:11])=[O:14])[CH2:16][CH2:17][N:18]([C:21]2[C:22]3[CH:29]=[CH:28][NH:27][C:23]=3[N:24]=[CH:25][N:26]=2)[CH2:19][CH2:20]1. (5) Given the reactants C([N:4]1[C:9](=[O:10])[NH:8][C:7](=[O:11])[CH:6]=[N:5]1)(=O)C.[H-].[Na+].Br[CH2:15][CH2:16][O:17][CH2:18][C:19]1[CH:24]=[CH:23][CH:22]=[CH:21][CH:20]=1, predict the reaction product. The product is: [CH2:18]([O:17][CH2:16][CH2:15][N:8]1[C:7](=[O:11])[CH:6]=[N:5][NH:4][C:9]1=[O:10])[C:19]1[CH:24]=[CH:23][CH:22]=[CH:21][CH:20]=1. (6) Given the reactants [CH:1]1([O:7][C:8]([CH2:10][O:11][C:12](=[O:16])[CH2:13][CH2:14][NH2:15])=[O:9])[CH2:6][CH2:5][CH2:4][CH2:3][CH2:2]1.Cl[S:18]([C:21]1[CH:22]=[C:23]([CH:27]=[CH:28][CH:29]=1)[C:24]([OH:26])=[O:25])(=[O:20])=[O:19].C(N(CC)C(C)C)(C)C, predict the reaction product. The product is: [CH:1]1([O:7][C:8]([CH2:10][O:11][C:12]([CH2:13][CH2:14][NH:15][S:18]([C:21]2[CH:22]=[C:23]([CH:27]=[CH:28][CH:29]=2)[C:24]([OH:26])=[O:25])(=[O:20])=[O:19])=[O:16])=[O:9])[CH2:2][CH2:3][CH2:4][CH2:5][CH2:6]1.